From a dataset of Peptide-MHC class I binding affinity with 185,985 pairs from IEDB/IMGT. Regression. Given a peptide amino acid sequence and an MHC pseudo amino acid sequence, predict their binding affinity value. This is MHC class I binding data. (1) The peptide sequence is VLDMGDPVK. The MHC is HLA-B27:05 with pseudo-sequence HLA-B27:05. The binding affinity (normalized) is 0.0847. (2) The peptide sequence is KVMVICYAY. The MHC is HLA-B08:02 with pseudo-sequence HLA-B08:02. The binding affinity (normalized) is 0.0847. (3) The peptide sequence is VLMTHFFSVL. The MHC is HLA-A02:01 with pseudo-sequence HLA-A02:01. The binding affinity (normalized) is 0.562. (4) The peptide sequence is ALCKVTVPT. The MHC is HLA-A02:03 with pseudo-sequence HLA-A02:03. The binding affinity (normalized) is 0.550. (5) The MHC is HLA-A02:01 with pseudo-sequence HLA-A02:01. The peptide sequence is RLRSSVPGV. The binding affinity (normalized) is 0.890.